Dataset: CYP2C19 inhibition data for predicting drug metabolism from PubChem BioAssay. Task: Regression/Classification. Given a drug SMILES string, predict its absorption, distribution, metabolism, or excretion properties. Task type varies by dataset: regression for continuous measurements (e.g., permeability, clearance, half-life) or binary classification for categorical outcomes (e.g., BBB penetration, CYP inhibition). Dataset: cyp2c19_veith. (1) The compound is C[C@]12CC[C@@H]3[C@H](CC[C@H]4C[C@@H](O)CC[C@@]43C)[C@@H]1CC[C@H]2C(=O)CO. The result is 0 (non-inhibitor). (2) The result is 1 (inhibitor). The compound is O=[N+]([O-])c1ccc(Cl)c(/C=N/N2CCN(Cc3ccccc3)CC2)c1. (3) The molecule is O=C1Nc2ccccc2C1=Nc1ccc(S(=O)(=O)Nc2nccs2)cc1. The result is 0 (non-inhibitor).